This data is from Catalyst prediction with 721,799 reactions and 888 catalyst types from USPTO. The task is: Predict which catalyst facilitates the given reaction. (1) Reactant: [F:1][C:2]([F:17])([F:16])[O:3][C:4]1[CH:15]=[CH:14][C:7]([CH2:8][CH:9]([C:12]#[N:13])[C:10]#[N:11])=[CH:6][CH:5]=1.[H-].[Na+].Br[CH2:21][CH:22]1[CH2:24][CH2:23]1. Product: [CH:22]1([CH2:21][C:9]([CH2:8][C:7]2[CH:6]=[CH:5][C:4]([O:3][C:2]([F:16])([F:17])[F:1])=[CH:15][CH:14]=2)([C:12]#[N:13])[C:10]#[N:11])[CH2:24][CH2:23]1. The catalyst class is: 9. (2) Reactant: C(NC(C)C)(C)C.[Li].C[Li].C(OCC)C.C(NC(C)C)(C)C.[S:23]([NH:33][C@@H:34]1[CH2:39][O:38][C:36](=[O:37])[CH2:35]1)([C:26]1[CH:32]=[CH:31][C:29]([CH3:30])=[CH:28][CH:27]=1)(=[O:25])=[O:24].[CH2:40](Br)[C:41]1[CH:46]=[CH:45][CH:44]=[CH:43][CH:42]=1. Product: [CH2:40]([C@H:35]1[C@H:34]([NH:33][S:23]([C:26]2[CH:27]=[CH:28][C:29]([CH3:30])=[CH:31][CH:32]=2)(=[O:25])=[O:24])[CH2:39][O:38][C:36]1=[O:37])[C:41]1[CH:46]=[CH:45][CH:44]=[CH:43][CH:42]=1. The catalyst class is: 1. (3) Product: [Cl:1][C:2]1[C:7]([N+:8]([O-:10])=[O:9])=[CH:6][N:5]=[C:4]([O:11][CH2:15][C@@H:14]([NH:16][C:17](=[O:23])[O:18][C:19]([CH3:20])([CH3:22])[CH3:21])[CH3:13])[CH:3]=1. The catalyst class is: 1. Reactant: [Cl:1][C:2]1[C:7]([N+:8]([O-:10])=[O:9])=[CH:6][N:5]=[C:4]([OH:11])[CH:3]=1.O[CH2:13][C@@H:14]([NH:16][C:17](=[O:23])[O:18][C:19]([CH3:22])([CH3:21])[CH3:20])[CH3:15].C1(P(C2C=CC=CC=2)C2C=CC=CC=2)C=CC=CC=1.C1(C)C=CC=CC=1.N(C(OC(C)C)=O)=NC(OC(C)C)=O. (4) Product: [C@@H:10]1([N:4]2[CH:3]=[C:2]([CH3:1])[C:8](=[O:9])[NH:7][C:5]2=[O:6])[O:14][C@H:13]([CH2:15][OH:16])[CH:12]=[CH:11]1. Reactant: [CH3:1][C:2]1[C:8](=[O:9])[NH:7][C:5](=[O:6])[N:4]([C@@H:10]2[O:14][C@H:13]([CH2:15][OH:16])[CH:12]=[CH:11]2)[CH:3]=1.CN1C(=O)N(C)CCC1. The catalyst class is: 6. (5) Reactant: [Cl:1][C:2]1[CH:3]=[CH:4][C:5]([O:20][CH2:21][C:22]([CH3:24])=[CH2:23])=[C:6]([CH2:8][C:9]2[N:14]=[C:13]([C:15]([O:17]CC)=[O:16])[CH:12]=[CH:11][CH:10]=2)[CH:7]=1. Product: [Cl:1][C:2]1[CH:3]=[CH:4][C:5]([O:20][CH2:21][C:22]([CH3:24])=[CH2:23])=[C:6]([CH2:8][C:9]2[N:14]=[C:13]([C:15]([OH:17])=[O:16])[CH:12]=[CH:11][CH:10]=2)[CH:7]=1. The catalyst class is: 494. (6) Reactant: C(O[BH-](O[C:11](=[O:13])C)OC(=O)C)(=O)C.[Na+].[CH3:15][C:16]1[NH:17][CH:18]=[C:19]([CH:21]=O)[N:20]=1.[CH2:23]([N:30]1[CH2:35][CH2:34][CH:33]([NH2:36])[CH2:32][CH2:31]1)[C:24]1[CH:29]=[CH:28][CH:27]=[CH:26][CH:25]=1.C(O)(=O)C. Product: [CH2:23]([N:30]1[CH2:35][CH2:34][CH:33]([N:36]2[CH2:21][C:19]3=[CH:18][N:17]=[C:16]([CH3:15])[N:20]3[C:11]2=[O:13])[CH2:32][CH2:31]1)[C:24]1[CH:25]=[CH:26][CH:27]=[CH:28][CH:29]=1. The catalyst class is: 26. (7) Reactant: Br[C:2]1[C:3](=O)[C:4](Br)=[CH:5][C:6]([Br:9])(Br)[CH:7]=1.[O:12]1C2C=CC=CC=2[N:14]=[C:13]1[N:21]1[CH2:26][CH2:25][CH2:24][CH2:23][C@H:22]1[C:27]([O:29][CH3:30])=[O:28]. Product: [Br:9][C:6]1[CH:7]=[CH:2][C:3]2[N:14]=[C:13]([N:21]3[CH2:26][CH2:25][CH2:24][CH2:23][C@H:22]3[C:27]([O:29][CH3:30])=[O:28])[O:12][C:4]=2[CH:5]=1. The catalyst class is: 4.